Dataset: NCI-60 drug combinations with 297,098 pairs across 59 cell lines. Task: Regression. Given two drug SMILES strings and cell line genomic features, predict the synergy score measuring deviation from expected non-interaction effect. Drug 1: COC1=C(C=C2C(=C1)N=CN=C2NC3=CC(=C(C=C3)F)Cl)OCCCN4CCOCC4. Drug 2: C1C(C(OC1N2C=NC(=NC2=O)N)CO)O. Cell line: HCT-15. Synergy scores: CSS=34.2, Synergy_ZIP=-8.07, Synergy_Bliss=-3.83, Synergy_Loewe=-1.30, Synergy_HSA=-0.205.